Dataset: Catalyst prediction with 721,799 reactions and 888 catalyst types from USPTO. Task: Predict which catalyst facilitates the given reaction. (1) Reactant: [CH3:1][NH:2][C:3]1[CH:9]=[CH:8][C:7]([N:10]2[CH2:15][CH2:14][CH:13]([C:16]([F:19])([F:18])[F:17])[CH2:12][CH2:11]2)=[CH:6][C:4]=1[NH2:5].[Cl:20][C:21]1[CH:34]=[CH:33][C:24]([CH2:25][NH:26][C:27](=[O:32])[C:28]([CH3:31])([CH3:30])[CH3:29])=[CH:23][C:22]=1[N:35]=[C:36]=[S:37]. Product: [Cl:20][C:21]1[CH:34]=[CH:33][C:24]([CH2:25][NH:26][C:27](=[O:32])[C:28]([CH3:31])([CH3:30])[CH3:29])=[CH:23][C:22]=1[NH:35][C:36]([NH:5][C:4]1[CH:6]=[C:7]([N:10]2[CH2:11][CH2:12][CH:13]([C:16]([F:19])([F:17])[F:18])[CH2:14][CH2:15]2)[CH:8]=[CH:9][C:3]=1[NH:2][CH3:1])=[S:37]. The catalyst class is: 1. (2) Reactant: [C:1]([O:5][C:6]([N:8]1[CH2:13][CH2:12][CH:11]([NH2:14])[CH:10]([F:15])[CH2:9]1)=[O:7])([CH3:4])([CH3:3])[CH3:2].C(=O)([O-])O.[Na+].[CH:21]1[CH:26]=[CH:25][C:24]([CH2:27][O:28][C:29](Cl)=[O:30])=[CH:23][CH:22]=1. Product: [C:1]([O:5][C:6]([N:8]1[CH2:13][CH2:12][CH:11]([NH:14][C:29]([O:28][CH2:27][C:24]2[CH:25]=[CH:26][CH:21]=[CH:22][CH:23]=2)=[O:30])[CH:10]([F:15])[CH2:9]1)=[O:7])([CH3:4])([CH3:2])[CH3:3]. The catalyst class is: 413. (3) Reactant: Cl.[Cl:2][CH2:3][CH2:4][N:5]([CH2:13][CH2:14][Cl:15])[C:6]1[CH:11]=[CH:10][C:9]([NH2:12])=[CH:8][CH:7]=1.C(N(CC)CC)C.Cl[C:24](Cl)([O:26]C(=O)OC(Cl)(Cl)Cl)Cl. Product: [Cl:2][CH2:3][CH2:4][N:5]([C:6]1[CH:11]=[CH:10][C:9]([N:12]=[C:24]=[O:26])=[CH:8][CH:7]=1)[CH2:13][CH2:14][Cl:15]. The catalyst class is: 22. (4) Reactant: [Cl:1][CH2:2][C:3]1[CH:12]=[C:11]2[C:6]([CH:7]=[CH:8][C:9](=[O:13])[O:10]2)=[CH:5][CH:4]=1.[CH3:14][O:15][C:16]1[CH:17]=[C:18]([C:24]2[C@@H:33]3[C@@H:28]([CH2:29][CH:30]=[CH:31][CH2:32]3)[C:27](=[O:34])[N:26]([CH:35]3[CH2:40][CH2:39][N:38](C4C=CC([N+]([O-])=O)=CC=4)[CH2:37][CH2:36]3)[N:25]=2)[CH:19]=[CH:20][C:21]=1[O:22][CH3:23]. Product: [ClH:1].[CH3:14][O:15][C:16]1[CH:17]=[C:18]([C:24]2[C@@H:33]3[C@@H:28]([CH2:29][CH:30]=[CH:31][CH2:32]3)[C:27](=[O:34])[N:26]([CH:35]3[CH2:40][CH2:39][N:38]([CH2:2][C:3]4[CH:12]=[C:11]5[C:6]([CH:7]=[CH:8][C:9](=[O:13])[O:10]5)=[CH:5][CH:4]=4)[CH2:37][CH2:36]3)[N:25]=2)[CH:19]=[CH:20][C:21]=1[O:22][CH3:23]. The catalyst class is: 6. (5) Reactant: C(NC(C)C)(C)C.C([Li])CCC.CCCCCC.[CH2:19]([N:21]([CH2:30][CH3:31])[CH2:22][C:23]1[CH:28]=[CH:27][N:26]=[C:25]([F:29])[CH:24]=1)[CH3:20].CN(C)[CH:34]=[O:35].[Cl-].[NH4+]. Product: [CH2:30]([N:21]([CH2:22][C:23]1[CH:28]=[CH:27][N:26]=[C:25]([F:29])[C:24]=1[CH:34]=[O:35])[CH2:19][CH3:20])[CH3:31]. The catalyst class is: 7. (6) Reactant: [NH:1]1[CH:5]=[CH:4][C:3]([N:6]2[C:14](=[O:15])[C:13]3[C:8](=[CH:9][CH:10]=[CH:11][CH:12]=3)[C:7]2=[O:16])=[N:2]1.[CH3:17][C:18]1([CH3:35])[O:22][C@H:21]([CH2:23]OS(C2C=CC(Cl)=CC=2)(=O)=O)[CH2:20][O:19]1.CC(C)([O-])C.[Na+].O. Product: [CH3:17][C:18]1([CH3:35])[O:22][C@H:21]([CH2:23][N:1]2[CH:5]=[CH:4][C:3]([N:6]3[C:14](=[O:15])[C:13]4[C:8](=[CH:9][CH:10]=[CH:11][CH:12]=4)[C:7]3=[O:16])=[N:2]2)[CH2:20][O:19]1. The catalyst class is: 12. (7) Reactant: [O:1]1[CH2:6][CH2:5][CH2:4][O:3][CH:2]1[C:7]1[CH:12]=[CH:11][C:10]([C:13]2[S:14][C:15]3[C:20]([N:21]=2)=[CH:19][CH:18]=[C:17]([C:22]([C:24]2[CH:29]=[CH:28][CH:27]=[CH:26][CH:25]=2)=[O:23])[N:16]=3)=[C:9]([F:30])[CH:8]=1.[BH4-].[Na+].[NH4+].[Cl-]. Product: [O:3]1[CH2:4][CH2:5][CH2:6][O:1][CH:2]1[C:7]1[CH:12]=[CH:11][C:10]([C:13]2[S:14][C:15]3[C:20]([N:21]=2)=[CH:19][CH:18]=[C:17]([CH:22]([C:24]2[CH:25]=[CH:26][CH:27]=[CH:28][CH:29]=2)[OH:23])[N:16]=3)=[C:9]([F:30])[CH:8]=1. The catalyst class is: 92. (8) Reactant: [C:1]([O:5][C:6](=[O:23])[N:7]([CH2:15][C:16]1[CH:21]=[CH:20][CH:19]=[C:18]([Cl:22])[CH:17]=1)[C:8]1[CH:13]=[N:12][CH:11]=[C:10](Cl)[N:9]=1)([CH3:4])([CH3:3])[CH3:2].[NH:24]1[CH2:29][CH2:28][NH:27][CH2:26][CH2:25]1.[OH-].[Na+]. Product: [C:1]([O:5][C:6](=[O:23])[N:7]([CH2:15][C:16]1[CH:21]=[CH:20][CH:19]=[C:18]([Cl:22])[CH:17]=1)[C:8]1[N:9]=[C:10]([N:24]2[CH2:29][CH2:28][NH:27][CH2:26][CH2:25]2)[CH:11]=[N:12][CH:13]=1)([CH3:4])([CH3:3])[CH3:2]. The catalyst class is: 8. (9) Reactant: [F:1][C:2]1[CH:7]=[CH:6][C:5]([C:8]2[CH:13]=[CH:12][N:11]3[CH:14]=[CH:15][N:16]=[C:10]3[CH:9]=2)=[CH:4][CH:3]=1.[NH2:17][C:18]1[CH:19]=[N:20][CH:21]=[C:22](Br)[CH:23]=1.C([O-])([O-])=O.[K+].[K+].N#N. Product: [F:1][C:2]1[CH:3]=[CH:4][C:5]([C:8]2[CH:13]=[CH:12][N:11]3[C:14]([C:22]4[CH:23]=[C:18]([NH2:17])[CH:19]=[N:20][CH:21]=4)=[CH:15][N:16]=[C:10]3[CH:9]=2)=[CH:6][CH:7]=1. The catalyst class is: 128. (10) Reactant: Cl[C:2]1[N:7]=[C:6]([C:8]([N:10]2[CH2:15][CH2:14][CH:13]([N:16]3[CH2:20][CH2:19][CH2:18][CH2:17]3)[CH2:12][CH2:11]2)=[O:9])[C:5]([CH3:21])=[CH:4][C:3]=1[C:22]1[CH:27]=[CH:26][CH:25]=[C:24]([C:28]([F:31])([F:30])[F:29])[CH:23]=1.[N-:32]=[N+:33]=[N-:34].[Na+]. Product: [CH3:21][C:5]1[CH:4]=[C:3]([C:22]2[CH:27]=[CH:26][CH:25]=[C:24]([C:28]([F:31])([F:30])[F:29])[CH:23]=2)[C:2]2[N:7]([N:32]=[N:33][N:34]=2)[C:6]=1[C:8]([N:10]1[CH2:15][CH2:14][CH:13]([N:16]2[CH2:20][CH2:19][CH2:18][CH2:17]2)[CH2:12][CH2:11]1)=[O:9]. The catalyst class is: 3.